From a dataset of NCI-60 drug combinations with 297,098 pairs across 59 cell lines. Regression. Given two drug SMILES strings and cell line genomic features, predict the synergy score measuring deviation from expected non-interaction effect. (1) Drug 1: CCN(CC)CCNC(=O)C1=C(NC(=C1C)C=C2C3=C(C=CC(=C3)F)NC2=O)C. Drug 2: CC12CCC3C(C1CCC2OP(=O)(O)O)CCC4=C3C=CC(=C4)OC(=O)N(CCCl)CCCl.[Na+]. Cell line: KM12. Synergy scores: CSS=48.6, Synergy_ZIP=-7.40, Synergy_Bliss=-9.77, Synergy_Loewe=-66.4, Synergy_HSA=-8.07. (2) Drug 1: CN1CCC(CC1)COC2=C(C=C3C(=C2)N=CN=C3NC4=C(C=C(C=C4)Br)F)OC. Drug 2: C1CN(P(=O)(OC1)NCCCl)CCCl. Cell line: OVCAR3. Synergy scores: CSS=21.8, Synergy_ZIP=-5.13, Synergy_Bliss=-0.224, Synergy_Loewe=-21.3, Synergy_HSA=-1.30. (3) Drug 1: C1CC(=O)NC(=O)C1N2CC3=C(C2=O)C=CC=C3N. Drug 2: CCC1(CC2CC(C3=C(CCN(C2)C1)C4=CC=CC=C4N3)(C5=C(C=C6C(=C5)C78CCN9C7C(C=CC9)(C(C(C8N6C)(C(=O)OC)O)OC(=O)C)CC)OC)C(=O)OC)O.OS(=O)(=O)O. Cell line: NCI/ADR-RES. Synergy scores: CSS=10.0, Synergy_ZIP=-3.21, Synergy_Bliss=0.871, Synergy_Loewe=5.26, Synergy_HSA=3.76. (4) Drug 1: CC12CCC3C(C1CCC2=O)CC(=C)C4=CC(=O)C=CC34C. Drug 2: CCCCCOC(=O)NC1=NC(=O)N(C=C1F)C2C(C(C(O2)C)O)O. Cell line: M14. Synergy scores: CSS=41.7, Synergy_ZIP=1.01, Synergy_Bliss=3.68, Synergy_Loewe=-11.0, Synergy_HSA=2.89. (5) Drug 1: CC12CCC3C(C1CCC2O)C(CC4=C3C=CC(=C4)O)CCCCCCCCCS(=O)CCCC(C(F)(F)F)(F)F. Drug 2: CC1C(C(CC(O1)OC2CC(CC3=C2C(=C4C(=C3O)C(=O)C5=C(C4=O)C(=CC=C5)OC)O)(C(=O)CO)O)N)O.Cl. Cell line: MALME-3M. Synergy scores: CSS=55.5, Synergy_ZIP=2.55, Synergy_Bliss=4.14, Synergy_Loewe=-2.67, Synergy_HSA=3.04. (6) Drug 1: CN1C2=C(C=C(C=C2)N(CCCl)CCCl)N=C1CCCC(=O)O.Cl. Drug 2: CC1C(C(CC(O1)OC2CC(CC3=C2C(=C4C(=C3O)C(=O)C5=CC=CC=C5C4=O)O)(C(=O)C)O)N)O. Cell line: SNB-19. Synergy scores: CSS=35.4, Synergy_ZIP=-5.26, Synergy_Bliss=-6.14, Synergy_Loewe=-6.34, Synergy_HSA=-1.55. (7) Drug 1: C1CCN(CC1)CCOC2=CC=C(C=C2)C(=O)C3=C(SC4=C3C=CC(=C4)O)C5=CC=C(C=C5)O. Drug 2: CC1=C(C(=CC=C1)Cl)NC(=O)C2=CN=C(S2)NC3=CC(=NC(=N3)C)N4CCN(CC4)CCO. Cell line: UACC-257. Synergy scores: CSS=-3.01, Synergy_ZIP=1.47, Synergy_Bliss=0.972, Synergy_Loewe=-3.72, Synergy_HSA=-3.01. (8) Drug 1: C1C(C(OC1N2C=NC3=C(N=C(N=C32)Cl)N)CO)O. Drug 2: C1=NC2=C(N=C(N=C2N1C3C(C(C(O3)CO)O)F)Cl)N. Cell line: NCI/ADR-RES. Synergy scores: CSS=46.7, Synergy_ZIP=2.68, Synergy_Bliss=2.89, Synergy_Loewe=-3.70, Synergy_HSA=3.83.